From a dataset of Forward reaction prediction with 1.9M reactions from USPTO patents (1976-2016). Predict the product of the given reaction. (1) Given the reactants C[O:2][C:3](=[O:38])[C:4]1[CH:9]=[CH:8][C:7]([CH:10]([NH:23][C:24]([NH:26][C:27]2[CH:32]=[CH:31][C:30]([S:33][C:34]([F:37])([F:36])[F:35])=[CH:29][CH:28]=2)=[O:25])[C:11]2[CH:16]=[CH:15][C:14]([CH:17]3[CH2:22][CH2:21][CH2:20][CH2:19][CH2:18]3)=[CH:13][CH:12]=2)=[CH:6][CH:5]=1.[OH-].[Na+], predict the reaction product. The product is: [CH:17]1([C:14]2[CH:13]=[CH:12][C:11]([CH:10]([NH:23][C:24]([NH:26][C:27]3[CH:32]=[CH:31][C:30]([S:33][C:34]([F:37])([F:35])[F:36])=[CH:29][CH:28]=3)=[O:25])[C:7]3[CH:8]=[CH:9][C:4]([C:3]([OH:38])=[O:2])=[CH:5][CH:6]=3)=[CH:16][CH:15]=2)[CH2:22][CH2:21][CH2:20][CH2:19][CH2:18]1. (2) Given the reactants [F:1][C:2]1[CH:3]=[C:4]([NH2:8])[CH:5]=[CH:6][CH:7]=1.[Br:9][C:10]1[CH:11]=[N:12][C:13](Cl)=[N:14][CH:15]=1.CCO.Cl, predict the reaction product. The product is: [Br:9][C:10]1[CH:11]=[N:12][C:13]([NH:8][C:4]2[CH:5]=[CH:6][CH:7]=[C:2]([F:1])[CH:3]=2)=[N:14][CH:15]=1. (3) Given the reactants [I-].[K+].C(=O)([O-])[O-].[K+].[K+].Br[CH2:10][CH2:11][CH2:12][CH2:13]Br.[NH2:15][CH2:16][CH2:17][C:18]1[CH:25]=[CH:24][C:21]([C:22]#[N:23])=[CH:20][CH:19]=1, predict the reaction product. The product is: [N:15]1([CH2:16][CH2:17][C:18]2[CH:25]=[CH:24][C:21]([C:22]#[N:23])=[CH:20][CH:19]=2)[CH2:13][CH2:12][CH2:11][CH2:10]1. (4) Given the reactants [CH2:1]([N:4]=[C:5]=[O:6])[CH2:2][CH3:3].[NH2:7][C:8]1[C:17]2=[N:18][N:19]([CH2:29][CH3:30])[C:20]([CH2:21][C:22]3([OH:28])[CH2:27][CH2:26][NH:25][CH2:24][CH2:23]3)=[C:16]2[C:15]2[CH:14]=[CH:13][CH:12]=[CH:11][C:10]=2[N:9]=1, predict the reaction product. The product is: [NH2:7][C:8]1[C:17]2=[N:18][N:19]([CH2:29][CH3:30])[C:20]([CH2:21][C:22]3([OH:28])[CH2:27][CH2:26][N:25]([C:5]([NH:4][CH2:1][CH2:2][CH3:3])=[O:6])[CH2:24][CH2:23]3)=[C:16]2[C:15]2[CH:14]=[CH:13][CH:12]=[CH:11][C:10]=2[N:9]=1. (5) Given the reactants Br[C:2]1[CH:3]=[C:4]([CH:9]=[CH:10][C:11]=1[CH2:12][NH:13][C@@H:14]([C:17]1[CH:22]=[CH:21][CH:20]=[CH:19][CH:18]=1)[CH2:15][OH:16])[C:5]([O:7][CH3:8])=[O:6].C([O-])([O-])=O.[K+].[K+], predict the reaction product. The product is: [C:17]1([C@@H:14]2[NH:13][CH2:12][C:11]3[CH:10]=[CH:9][C:4]([C:5]([O:7][CH3:8])=[O:6])=[CH:3][C:2]=3[O:16][CH2:15]2)[CH:22]=[CH:21][CH:20]=[CH:19][CH:18]=1. (6) Given the reactants [Li+].CCC[CH2-].C(NC(C)C)(C)C.[C:13]([O:18][CH3:19])(=[O:17])[CH:14]([CH3:16])[CH3:15].I[CH2:21][CH2:22][CH2:23][C:24]1([C:29]2[CH:34]=[CH:33][CH:32]=[CH:31][CH:30]=2)[O:28]CCO1.Cl, predict the reaction product. The product is: [CH3:15][C:14]([CH3:16])([CH2:21][CH2:22][CH2:23][C:24](=[O:28])[C:29]1[CH:30]=[CH:31][CH:32]=[CH:33][CH:34]=1)[C:13]([O:18][CH3:19])=[O:17].